Dataset: Catalyst prediction with 721,799 reactions and 888 catalyst types from USPTO. Task: Predict which catalyst facilitates the given reaction. (1) The catalyst class is: 13. Product: [CH3:26][C:4]1[N:3]=[C:2]([NH:35][S:32]([CH2:27][CH2:28][CH2:29][CH2:30][CH3:31])(=[O:34])=[O:33])[C:7]([CH2:8][C:9]2[CH:14]=[CH:13][C:12]([C:15]3[CH:20]=[CH:19][CH:18]=[CH:17][C:16]=3[C:21]3[NH:43][C:36](=[O:39])[O:37][N:22]=3)=[CH:11][CH:10]=2)=[C:6]([CH2:23][CH2:24][CH3:25])[N:5]=1. Reactant: Cl[C:2]1[C:7]([CH2:8][C:9]2[CH:14]=[CH:13][C:12]([C:15]3[C:16]([C:21]#[N:22])=[CH:17][CH:18]=[CH:19][CH:20]=3)=[CH:11][CH:10]=2)=[C:6]([CH2:23][CH2:24][CH3:25])[N:5]=[C:4]([CH3:26])[N:3]=1.[CH2:27]([S:32]([NH2:35])(=[O:34])=[O:33])[CH2:28][CH2:29][CH2:30][CH3:31].[C:36](=[O:39])([O-])[O-:37].[K+].[K+].C[N:43](C)C(=O)C. (2) Reactant: [N+:1]([C:4]1[CH:9]=[CH:8][C:7]([C:10]2[NH:19][C:13]3[CH:14]=[N:15][C:16]([NH2:18])=[CH:17][C:12]=3[N:11]=2)=[CH:6][CH:5]=1)([O-:3])=[O:2].[CH:20]1([C:27](Cl)=[O:28])[CH2:26][CH2:25][CH2:24][CH2:23][CH2:22][CH2:21]1. Product: [N+:1]([C:4]1[CH:9]=[CH:8][C:7]([C:10]2[NH:19][C:13]3[CH:14]=[N:15][C:16]([NH:18][C:27]([CH:20]4[CH2:26][CH2:25][CH2:24][CH2:23][CH2:22][CH2:21]4)=[O:28])=[CH:17][C:12]=3[N:11]=2)=[CH:6][CH:5]=1)([O-:3])=[O:2]. The catalyst class is: 17. (3) Reactant: [CH3:1][C:2]1[CH:7]=[C:6]([CH3:8])[CH:5]=[C:4]([CH3:9])[C:3]=1[N:10]=[C:11]=[O:12].[NH2:13][C:14]1[CH:15]=[C:16]([C:34]2[CH:39]=[CH:38][C:37]([O:40][CH3:41])=[CH:36][CH:35]=2)[CH:17]=[CH:18][C:19]=1[C:20]([NH:22][C:23]1([C:30]([O:32][CH3:33])=[O:31])[CH2:29][CH2:28][CH2:27][CH2:26][CH2:25][CH2:24]1)=[O:21].CCCCCC.C(OCC)(=O)C. Product: [CH3:41][O:40][C:37]1[CH:36]=[CH:35][C:34]([C:16]2[CH:17]=[CH:18][C:19]([C:20]([NH:22][C:23]3([C:30]([O:32][CH3:33])=[O:31])[CH2:29][CH2:28][CH2:27][CH2:26][CH2:25][CH2:24]3)=[O:21])=[C:14]([NH:13][C:11]([NH:10][C:3]3[C:2]([CH3:1])=[CH:7][C:6]([CH3:8])=[CH:5][C:4]=3[CH3:9])=[O:12])[CH:15]=2)=[CH:39][CH:38]=1. The catalyst class is: 17. (4) Reactant: [C:1]([C:3]1C(=O)C(Cl)=C(Cl)C(=O)C=1C#N)#N.[C:15]([CH:17]1[C:29]2[C:28]3[C:23](=[CH:24][CH:25]=[CH:26][CH:27]=3)[NH:22][C:21]=2[C:20]2[CH2:30][CH2:31][CH2:32][C:19]=2[CH:18]1[C:33]([O-:35])=[O:34])#[N:16]. Product: [C:15]([C:17]1[C:29]2[C:28]3[C:23](=[CH:24][CH:25]=[CH:26][CH:27]=3)[NH:22][C:21]=2[C:20]2[CH2:30][CH2:31][CH2:32][C:19]=2[C:18]=1[C:33]([O:35][CH2:1][CH3:3])=[O:34])#[N:16]. The catalyst class is: 11.